From a dataset of Catalyst prediction with 721,799 reactions and 888 catalyst types from USPTO. Predict which catalyst facilitates the given reaction. Reactant: C[O:2][C:3](=[O:34])[CH2:4][CH2:5][C:6]1[CH:11]=[CH:10][C:9]([O:12][CH2:13][CH2:14][C@H:15]([O:17][C:18]2[CH:23]=[CH:22][C:21]([CH2:24][CH3:25])=[CH:20][C:19]=2[O:26][C:27]2[CH:32]=[CH:31][CH:30]=[CH:29][CH:28]=2)[CH3:16])=[CH:8][C:7]=1[CH3:33].[OH-].[Na+].Cl. Product: [CH2:24]([C:21]1[CH:22]=[CH:23][C:18]([O:17][C@H:15]([CH3:16])[CH2:14][CH2:13][O:12][C:9]2[CH:10]=[CH:11][C:6]([CH2:5][CH2:4][C:3]([OH:34])=[O:2])=[C:7]([CH3:33])[CH:8]=2)=[C:19]([O:26][C:27]2[CH:28]=[CH:29][CH:30]=[CH:31][CH:32]=2)[CH:20]=1)[CH3:25]. The catalyst class is: 24.